Dataset: Reaction yield outcomes from USPTO patents with 853,638 reactions. Task: Predict the reaction yield, written as a fraction of the theoretical maximum amount of product (1.0 means a 100% yield; for example, 0.34 means a 34% yield). The yield is 0.940. The reactants are [F:1][C:2]1[CH:7]=[CH:6][C:5]([N:8]2[C:13]3[CH:14]=[CH:15][C:16]([N:18](S(C)(=O)=O)[S:19]([CH3:22])(=[O:21])=[O:20])=[CH:17][C:12]=3[O:11][C:10]([CH3:28])([CH3:27])[C:9]2=[O:29])=[CH:4][CH:3]=1.[OH-].[Na+].CC1(C)C(=O)NC2C=CC(N(S(C)(=O)=O)S(C)(=O)=O)=CC=2O1.Cl.C(O)(C)C.O. The product is [F:1][C:2]1[CH:3]=[CH:4][C:5]([N:8]2[C:13]3[CH:14]=[CH:15][C:16]([NH:18][S:19]([CH3:22])(=[O:20])=[O:21])=[CH:17][C:12]=3[O:11][C:10]([CH3:27])([CH3:28])[C:9]2=[O:29])=[CH:6][CH:7]=1. The catalyst is C(O)(C)C.